This data is from Reaction yield outcomes from USPTO patents with 853,638 reactions. The task is: Predict the reaction yield, written as a fraction of the theoretical maximum amount of product (1.0 means a 100% yield; for example, 0.34 means a 34% yield). (1) The reactants are [O:1]=[C:2]1[CH2:10][C:9]2[C:4](=[CH:5][C:6]([C:11]([OH:13])=O)=[CH:7][CH:8]=2)[NH:3]1.[NH:14]1[CH2:19][CH2:18][CH2:17][C@@H:16]2[C:20]3[CH:21]=[CH:22][CH:23]=[CH:24][C:25]=3[CH2:26][C@H:15]12.F[P-](F)(F)(F)(F)F.N1(OC(N(C)C)=[N+](C)C)C2N=CC=CC=2N=N1. No catalyst specified. The product is [N:14]1([C:11]([C:6]2[CH:5]=[C:4]3[C:9]([CH2:10][C:2](=[O:1])[NH:3]3)=[CH:8][CH:7]=2)=[O:13])[CH2:19][CH2:18][CH2:17][C@@H:16]2[C:20]3[CH:21]=[CH:22][CH:23]=[CH:24][C:25]=3[CH2:26][C@H:15]12. The yield is 0.340. (2) The reactants are [CH3:1][N:2]1[CH:6]=[C:5]([S:7](Cl)(=[O:9])=[O:8])[N:4]=[CH:3]1.Cl.BrC1C=CC(S([NH:22][CH:23]([C:40]2[CH:45]=[CH:44][CH:43]=[CH:42][CH:41]=2)[CH2:24][CH2:25][N:26]2[CH2:31][CH2:30][CH:29]([C:32]3[N:33]([CH2:38][CH3:39])[N:34]=[C:35]([CH3:37])[CH:36]=3)[CH2:28][CH2:27]2)(=O)=O)=CC=1.CCN(CC)CC. The catalyst is C(Cl)Cl. The product is [CH2:38]([N:33]1[C:32]([CH:29]2[CH2:30][CH2:31][N:26]([CH2:25][CH2:24][CH:23]([NH:22][S:7]([C:5]3[N:4]=[CH:3][N:2]([CH3:1])[CH:6]=3)(=[O:9])=[O:8])[C:40]3[CH:41]=[CH:42][CH:43]=[CH:44][CH:45]=3)[CH2:27][CH2:28]2)=[CH:36][C:35]([CH3:37])=[N:34]1)[CH3:39]. The yield is 0.560. (3) The catalyst is C(OCC)C. The yield is 0.620. The product is [N:1]1[CH:2]=[CH:3][C:4]([N:7]2[CH2:12][CH2:11][N:10]([CH2:13][CH2:14][NH2:15])[CH2:9][CH2:8]2)=[CH:5][CH:6]=1. The reactants are [N:1]1[CH:6]=[CH:5][C:4]([N:7]2[CH2:12][CH2:11][N:10]([CH2:13][CH2:14][N:15]3C(=O)C4C(=CC=CC=4)C3=O)[CH2:9][CH2:8]2)=[CH:3][CH:2]=1.C(O)C.O.O.NN. (4) The reactants are [Cl:1][C:2]1[CH:3]=[C:4]([N:9]2[CH:13]=[CH:12][CH:11]=[C:10]2[CH:14]=O)[CH:5]=[C:6]([Cl:8])[CH:7]=1.[C:16]([NH:19][C:20]1[CH:21]=[C:22]2[C:26](=[CH:27][CH:28]=1)[NH:25][C:24](=[O:29])C2)(=[O:18])[CH3:17].N1CCCCC1. The catalyst is C(O)C. The product is [Cl:8][C:6]1[CH:5]=[C:4]([N:9]2[CH:13]=[CH:12][CH:11]=[C:10]2[CH:14]2[C:27]3[C:26](=[CH:22][CH:21]=[C:20]([NH:19][C:16](=[O:18])[CH3:17])[CH:28]=3)[NH:25][C:24]2=[O:29])[CH:3]=[C:2]([Cl:1])[CH:7]=1. The yield is 0.400. (5) The reactants are [CH:1]1([C:4]2[CH:9]=[CH:8][N:7]=[CH:6][C:5]=2[N:10]2[CH2:14][CH2:13][NH:12][C:11]2=[O:15])[CH2:3][CH2:2]1.Br[C:17]1[C:25]([F:26])=[CH:24][C:20]2[S:21][CH:22]=[CH:23][C:19]=2[CH:18]=1.CN[C@@H]1CCCC[C@H]1NC.P([O-])([O-])([O-])=O.[K+].[K+].[K+]. The catalyst is [Cu](I)I.O1CCOCC1. The product is [CH:1]1([C:4]2[CH:9]=[CH:8][N:7]=[CH:6][C:5]=2[N:10]2[CH2:14][CH2:13][N:12]([C:17]3[C:25]([F:26])=[CH:24][C:20]4[S:21][CH:22]=[CH:23][C:19]=4[CH:18]=3)[C:11]2=[O:15])[CH2:3][CH2:2]1. The yield is 0.0600. (6) The catalyst is C(O)(=O)C.CO.[Fe]. The yield is 0.910. The reactants are [Br:1][C:2]1[CH:3]=[CH:4][C:5]([N+:19]([O-])=O)=[C:6]([CH2:8][C:9]([C:11]2[C:16]([F:17])=[CH:15][CH:14]=[CH:13][C:12]=2[Cl:18])=O)[CH:7]=1. The product is [Br:1][C:2]1[CH:7]=[C:6]2[C:5](=[CH:4][CH:3]=1)[NH:19][C:9]([C:11]1[C:16]([F:17])=[CH:15][CH:14]=[CH:13][C:12]=1[Cl:18])=[CH:8]2. (7) The reactants are [NH2:1][C:2]1[CH:3]=[C:4]([C:8]2[C:16]3[C:11](=[N:12][CH:13]=[C:14]4[C:19](=[O:20])[N:18]([CH2:21][CH2:22][C:23]5[CH:28]=[CH:27][CH:26]=[CH:25][CH:24]=5)[C:17](=[O:29])[C:15]4=3)[N:10]([CH2:30][C:31]3[CH:36]=[CH:35][C:34]([O:37][CH3:38])=[CH:33][CH:32]=3)[N:9]=2)[CH:5]=[CH:6][CH:7]=1.C(N(CC)CC)C.[C:46]1([S:52](Cl)(=[O:54])=[O:53])[CH:51]=[CH:50][CH:49]=[CH:48][CH:47]=1. The catalyst is ClCCl. The product is [CH3:38][O:37][C:34]1[CH:33]=[CH:32][C:31]([CH2:30][N:10]2[C:11]3=[N:12][CH:13]=[C:14]4[C:19](=[O:20])[N:18]([CH2:21][CH2:22][C:23]5[CH:28]=[CH:27][CH:26]=[CH:25][CH:24]=5)[C:17](=[O:29])[C:15]4=[C:16]3[C:8]([C:4]3[CH:3]=[C:2]([NH:1][S:52]([C:46]4[CH:51]=[CH:50][CH:49]=[CH:48][CH:47]=4)(=[O:54])=[O:53])[CH:7]=[CH:6][CH:5]=3)=[N:9]2)=[CH:36][CH:35]=1. The yield is 0.180.